This data is from Reaction yield outcomes from USPTO patents with 853,638 reactions. The task is: Predict the reaction yield, written as a fraction of the theoretical maximum amount of product (1.0 means a 100% yield; for example, 0.34 means a 34% yield). (1) The reactants are [CH2:1]([Li])[CH2:2][CH2:3][CH3:4].Br[CH2:7][C:8]1[CH:9]=[C:10]([C:14]2([C:19]([O-:21])=[O:20])[O:18][CH2:17][CH2:16][O:15]2)[CH:11]=[CH:12][CH:13]=1.CO[CH:24]1CCC[CH2:25]1. The catalyst is [Cu]I. The product is [CH2:7]([C:8]1[CH:9]=[C:10]([C:14]2([C:19]([O:21][CH2:24][CH3:25])=[O:20])[O:18][CH2:17][CH2:16][O:15]2)[CH:11]=[CH:12][CH:13]=1)[CH2:1][CH2:2][CH2:3][CH3:4]. The yield is 0.600. (2) The reactants are [Cl:1][C:2]1[C:38]([C:39]([F:42])([F:41])[F:40])=[CH:37][CH:36]=[CH:35][C:3]=1[CH2:4][N:5]([CH2:21][CH:22]([C:29]1[CH:34]=[CH:33][CH:32]=[CH:31][CH:30]=1)[C:23]1[CH:28]=[CH:27][CH:26]=[CH:25][CH:24]=1)[CH2:6][CH2:7][CH2:8][O:9][C:10]1[CH:11]=[C:12]([CH2:16][C:17]([O:19]C)=[O:18])[CH:13]=[CH:14][CH:15]=1.[Li+].[OH-].CC(O)=O.Cl.CCOCC. The catalyst is O1CCCC1.O.CCOCC.O.CCOC(C)=O. The product is [ClH:1].[Cl:1][C:2]1[C:38]([C:39]([F:40])([F:41])[F:42])=[CH:37][CH:36]=[CH:35][C:3]=1[CH2:4][N:5]([CH2:21][CH:22]([C:23]1[CH:24]=[CH:25][CH:26]=[CH:27][CH:28]=1)[C:29]1[CH:34]=[CH:33][CH:32]=[CH:31][CH:30]=1)[CH2:6][CH2:7][CH2:8][O:9][C:10]1[CH:11]=[C:12]([CH2:16][C:17]([OH:19])=[O:18])[CH:13]=[CH:14][CH:15]=1. The yield is 0.560.